This data is from Reaction yield outcomes from USPTO patents with 853,638 reactions. The task is: Predict the reaction yield, written as a fraction of the theoretical maximum amount of product (1.0 means a 100% yield; for example, 0.34 means a 34% yield). (1) The reactants are [CH3:1][C:2]1[CH:7]=[CH:6][CH:5]=[C:4]([CH3:8])[C:3]=1[O:9][CH2:10][C:11]1[C:15]([CH2:16][O:17][C:18]2[CH:23]=[CH:22][C:21]([C:24]3[CH:33]=[C:32]4[C:27]([CH:28]=[C:29]([C:34]([O:36]C)=[O:35])[N:30]=[CH:31]4)=[CH:26][CH:25]=3)=[CH:20][CH:19]=2)=[C:14]([CH:38]([CH3:40])[CH3:39])[O:13][N:12]=1.O1CCCC1.[OH-].[Na+].Cl. The catalyst is CO. The product is [CH3:1][C:2]1[CH:7]=[CH:6][CH:5]=[C:4]([CH3:8])[C:3]=1[O:9][CH2:10][C:11]1[C:15]([CH2:16][O:17][C:18]2[CH:19]=[CH:20][C:21]([C:24]3[CH:33]=[C:32]4[C:27]([CH:28]=[C:29]([C:34]([OH:36])=[O:35])[N:30]=[CH:31]4)=[CH:26][CH:25]=3)=[CH:22][CH:23]=2)=[C:14]([CH:38]([CH3:40])[CH3:39])[O:13][N:12]=1. The yield is 0.750. (2) The reactants are O[CH2:2][C:3]1[CH:8]=[CH:7][C:6]([NH:9][C:10]([C:12]2[CH:17]=[CH:16][CH:15]=[CH:14][N:13]=2)=[O:11])=[CH:5][CH:4]=1.CCN(CC)CC.CS([Cl:29])(=O)=O. No catalyst specified. The product is [Cl:29][CH2:2][C:3]1[CH:8]=[CH:7][C:6]([NH:9][C:10]([C:12]2[CH:17]=[CH:16][CH:15]=[CH:14][N:13]=2)=[O:11])=[CH:5][CH:4]=1. The yield is 0.950. (3) The reactants are [Br:1][C:2]1[CH:3]=[C:4]2[C:42](=[CH:43][CH:44]=1)[C:7]1=[CH:8][C:9]3[C:10]([C:32]4[CH:41]=[CH:40][C:39]5[C:34](=[CH:35][CH:36]=[CH:37][CH:38]=5)[CH:33]=4)(O)[C:11]4[CH:12]=[CH:13][CH:14]=[CH:15][C:16]=4[C:17]([C:21]4[CH:30]=[CH:29][C:28]5[C:23](=[CH:24][CH:25]=[CH:26][CH:27]=5)[CH:22]=4)(O)[C:18]=3[CH:19]=[C:6]1[C:5]2([CH3:46])[CH3:45].[PH2]([O-])=O.[Na+]. The catalyst is C(O)(=O)C. The product is [Br:1][C:2]1[CH:3]=[C:4]2[C:42](=[CH:43][CH:44]=1)[C:7]1=[CH:8][C:9]3[C:10]([C:32]4[CH:41]=[CH:40][C:39]5[C:34](=[CH:35][CH:36]=[CH:37][CH:38]=5)[CH:33]=4)=[C:11]4[C:16](=[C:17]([C:21]5[CH:30]=[CH:29][C:28]6[C:23](=[CH:24][CH:25]=[CH:26][CH:27]=6)[CH:22]=5)[C:18]=3[CH:19]=[C:6]1[C:5]2([CH3:46])[CH3:45])[CH:15]=[CH:14][CH:13]=[CH:12]4. The yield is 0.760. (4) The reactants are [Br:1][C:2]1[CH:7]=[CH:6][C:5]([CH2:8][C:9]([C:24]2[CH:29]=[CH:28][CH:27]=[C:26]([O:30][C:31]([F:34])([F:33])[F:32])[CH:25]=2)([C:13]2[CH:18]=[CH:17][CH:16]=[C:15]([O:19][C:20]([F:23])([F:22])[F:21])[CH:14]=2)C(O)=O)=[CH:4][CH:3]=1.C1(P(N=[N+]=[N-])(C2C=CC=CC=2)=[O:42])C=CC=CC=1.C([N:54]([CH2:57]C)CC)C.[F:59][C:60]([F:64])([F:63])[CH2:61][NH2:62]. The catalyst is C1(C)C=CC=CC=1.CCOC(C)=O.CO.O. The product is [Br:1][C:2]1[CH:3]=[CH:4][C:5]([CH2:8][C:9]([NH:54][C:57]([NH:62][CH2:61][C:60]([F:64])([F:63])[F:59])=[O:42])([C:24]2[CH:29]=[CH:28][CH:27]=[C:26]([O:30][C:31]([F:34])([F:32])[F:33])[CH:25]=2)[C:13]2[CH:18]=[CH:17][CH:16]=[C:15]([O:19][C:20]([F:23])([F:22])[F:21])[CH:14]=2)=[CH:6][CH:7]=1. The yield is 0.650. (5) The reactants are [F:1][C:2]1[CH:7]=[CH:6][C:5]([C@:8]2([CH2:31][C:32]([OH:34])=[O:33])[O:13][C:12](=[O:14])[N:11]([C@H:15]([C:17]3[CH:22]=[CH:21][C:20]([C:23]4[CH:28]=[CH:27][C:26](=[O:29])[N:25]([CH3:30])[CH:24]=4)=[CH:19][CH:18]=3)[CH3:16])[CH2:10][CH2:9]2)=[CH:4][CH:3]=1.O=S(Cl)Cl.[CH3:39]O. No catalyst specified. The product is [F:1][C:2]1[CH:7]=[CH:6][C:5]([C@:8]2([CH2:31][C:32]([O:34][CH3:39])=[O:33])[O:13][C:12](=[O:14])[N:11]([C@H:15]([C:17]3[CH:22]=[CH:21][C:20]([C:23]4[CH:28]=[CH:27][C:26](=[O:29])[N:25]([CH3:30])[CH:24]=4)=[CH:19][CH:18]=3)[CH3:16])[CH2:10][CH2:9]2)=[CH:4][CH:3]=1. The yield is 0.435. (6) The reactants are [Si:1]([O:8][CH2:9][C@@H:10]([NH:17][C:18](=[O:24])[O:19][C:20]([CH3:23])([CH3:22])[CH3:21])[C:11](N(OC)C)=[O:12])([C:4]([CH3:7])([CH3:6])[CH3:5])([CH3:3])[CH3:2].[C:25]1([Mg]Br)[CH:30]=[CH:29][CH:28]=[CH:27][CH:26]=1. The catalyst is C1COCC1. The product is [Si:1]([O:8][CH2:9][C@@H:10]([NH:17][C:18](=[O:24])[O:19][C:20]([CH3:21])([CH3:22])[CH3:23])[C:11](=[O:12])[C:25]1[CH:30]=[CH:29][CH:28]=[CH:27][CH:26]=1)([C:4]([CH3:5])([CH3:6])[CH3:7])([CH3:2])[CH3:3]. The yield is 0.890.